From a dataset of Full USPTO retrosynthesis dataset with 1.9M reactions from patents (1976-2016). Predict the reactants needed to synthesize the given product. (1) Given the product [F:1][C:2]1[CH:7]=[CH:6][CH:5]=[CH:4][C:3]=1[N:8]([CH3:21])[C:9](=[O:20])[C@H:10]([O:12][C:13]1[CH:14]=[CH:15][C:16]([O:19][C:23]2[O:24][C:25]3[CH:31]=[C:30]([Cl:32])[CH:29]=[CH:28][C:26]=3[N:27]=2)=[CH:17][CH:18]=1)[CH3:11], predict the reactants needed to synthesize it. The reactants are: [F:1][C:2]1[CH:7]=[CH:6][CH:5]=[CH:4][C:3]=1[N:8]([CH3:21])[C:9](=[O:20])[C@H:10]([O:12][C:13]1[CH:18]=[CH:17][C:16]([OH:19])=[CH:15][CH:14]=1)[CH3:11].Cl[C:23]1[O:24][C:25]2[CH:31]=[C:30]([Cl:32])[CH:29]=[CH:28][C:26]=2[N:27]=1.C(=O)([O-])[O-].[K+].[K+]. (2) Given the product [CH3:1][N:2]([CH3:33])[C:3]1[CH:8]=[CH:7][C:6]([CH2:9][N:10]([C:24]2[CH:29]=[CH:28][C:27]([CH:30]([CH3:31])[CH3:32])=[CH:26][CH:25]=2)[C:11]([CH:13]2[C:22]3[C:17](=[C:18]([O:23][CH2:36][CH2:37][CH2:38][N:39]([CH3:41])[CH3:40])[CH:19]=[CH:20][CH:21]=3)[CH2:16][CH2:15][CH2:14]2)=[O:12])=[CH:5][CH:4]=1, predict the reactants needed to synthesize it. The reactants are: [CH3:1][N:2]([CH3:33])[C:3]1[CH:8]=[CH:7][C:6]([CH2:9][N:10]([C:24]2[CH:29]=[CH:28][C:27]([CH:30]([CH3:32])[CH3:31])=[CH:26][CH:25]=2)[C:11]([CH:13]2[C:22]3[C:17](=[C:18]([OH:23])[CH:19]=[CH:20][CH:21]=3)[CH2:16][CH2:15][CH2:14]2)=[O:12])=[CH:5][CH:4]=1.Cl.Cl[CH2:36][CH2:37][CH2:38][N:39]([CH3:41])[CH3:40]. (3) Given the product [F:28][C:25]1[CH:26]=[CH:27][C:22]([N:19]2[CH2:18][CH2:17][CH:16]([C:14]([N:11]3[CH2:10][CH2:9][NH:8][CH2:13][CH2:12]3)=[O:15])[CH2:21][CH2:20]2)=[CH:23][C:24]=1[C:29]1[NH:33][C:32]2[CH:34]=[CH:35][C:36]([CH3:38])=[CH:37][C:31]=2[N:30]=1, predict the reactants needed to synthesize it. The reactants are: C(OC([N:8]1[CH2:13][CH2:12][N:11]([C:14]([CH:16]2[CH2:21][CH2:20][N:19]([C:22]3[CH:27]=[CH:26][C:25]([F:28])=[C:24]([C:29]4[NH:33][C:32]5[CH:34]=[CH:35][C:36]([CH3:38])=[CH:37][C:31]=5[N:30]=4)[CH:23]=3)[CH2:18][CH2:17]2)=[O:15])[CH2:10][CH2:9]1)=O)(C)(C)C. (4) Given the product [CH2:7]([N:14]1[CH2:19][CH2:18][NH:17][C@H:16]([C:21]2[CH:26]=[CH:25][C:24]([CH3:27])=[C:23]([O:28][CH3:29])[CH:22]=2)[CH2:15]1)[C:8]1[CH:9]=[CH:10][CH:11]=[CH:12][CH:13]=1, predict the reactants needed to synthesize it. The reactants are: [H-].[Al+3].[Li+].[H-].[H-].[H-].[CH2:7]([N:14]1[CH2:19][C:18](=O)[NH:17][C@H:16]([C:21]2[CH:26]=[CH:25][C:24]([CH3:27])=[C:23]([O:28][CH3:29])[CH:22]=2)[C:15]1=O)[C:8]1[CH:13]=[CH:12][CH:11]=[CH:10][CH:9]=1.[OH-].[Na+]. (5) Given the product [NH2:1][C:2]1[CH:3]=[C:4]([CH:8]=[C:9]([F:11])[CH:10]=1)[C:5]([O:7][CH3:15])=[O:6], predict the reactants needed to synthesize it. The reactants are: [NH2:1][C:2]1[C:3](Br)=[C:4]([CH:8]=[C:9]([F:11])[CH:10]=1)[C:5]([O-:7])=[O:6].[H][H].[CH3:15]O. (6) Given the product [Cl:26][C:27]1[N:32]=[C:31]2[N:33]([CH2:36][C:37]3[CH:42]=[CH:41][CH:40]=[C:39]([O:43][CH2:44][CH3:45])[CH:38]=3)[N:34]=[CH:35][C:30]2=[C:29]([N:46]2[CH2:47][CH2:48][N:49]([C:17]([C@H:14]3[CH2:13][CH2:12][C@H:11]([CH2:10][N:5]([CH2:4][CH2:3][O:2][CH3:1])[C:6]([CH3:7])([CH3:8])[CH3:9])[CH2:16][CH2:15]3)=[O:19])[CH2:50][CH2:51]2)[N:28]=1, predict the reactants needed to synthesize it. The reactants are: [CH3:1][O:2][CH2:3][CH2:4][N:5]([CH2:10][C@H:11]1[CH2:16][CH2:15][C@H:14]([C:17]([O:19]C)=O)[CH2:13][CH2:12]1)[C:6]([CH3:9])([CH3:8])[CH3:7].[OH-].[Na+].Cl.Cl.Cl.[Cl:26][C:27]1[N:32]=[C:31]2[N:33]([CH2:36][C:37]3[CH:42]=[CH:41][CH:40]=[C:39]([O:43][CH2:44][CH3:45])[CH:38]=3)[N:34]=[CH:35][C:30]2=[C:29]([N:46]2[CH2:51][CH2:50][NH:49][CH2:48][CH2:47]2)[N:28]=1.ON1C2C=CC=CC=2N=N1.C(N=C=NCCCN(C)C)C.C(=O)([O-])O.[Na+]. (7) Given the product [Cl:27][C:21]1[CH:22]=[C:23]([Cl:26])[CH:24]=[CH:25][C:20]=1[C:18]1[N:17]=[C:16](/[CH:28]=[CH:29]/[C:30]2[CH:35]=[CH:34][C:33]([C:36]3[CH:41]=[CH:40][CH:39]=[C:38]([C:42]([F:44])([F:45])[F:43])[CH:37]=3)=[CH:32][CH:31]=2)[N:15]([CH2:14][C:11]2[CH:12]=[CH:13][C:8]([C:6]3[NH:50][N:49]=[C:4]([O:3][CH2:1][CH3:2])[CH:5]=3)=[CH:9][CH:10]=2)[CH:19]=1, predict the reactants needed to synthesize it. The reactants are: [CH2:1]([O:3][C:4](=O)[CH2:5][C:6]([C:8]1[CH:13]=[CH:12][C:11]([CH2:14][N:15]2[CH:19]=[C:18]([C:20]3[CH:25]=[CH:24][C:23]([Cl:26])=[CH:22][C:21]=3[Cl:27])[N:17]=[C:16]2/[CH:28]=[CH:29]/[C:30]2[CH:35]=[CH:34][C:33]([C:36]3[CH:41]=[CH:40][CH:39]=[C:38]([C:42]([F:45])([F:44])[F:43])[CH:37]=3)=[CH:32][CH:31]=2)=[CH:10][CH:9]=1)=O)[CH3:2].Cl.Cl.[NH2:49][NH2:50]. (8) Given the product [CH3:1][O:2][C:3]1[CH:8]=[CH:7][C:6]([CH3:9])=[CH:5][C:4]=1[NH:10][C:11]([NH2:13])=[S:12], predict the reactants needed to synthesize it. The reactants are: [CH3:1][O:2][C:3]1[CH:8]=[CH:7][C:6]([CH3:9])=[CH:5][C:4]=1[NH:10][C:11]([NH:13]C(=O)C1C=CC=CC=1)=[S:12].C[O-].[Na+].